From a dataset of Full USPTO retrosynthesis dataset with 1.9M reactions from patents (1976-2016). Predict the reactants needed to synthesize the given product. (1) Given the product [Cl:1][C:2]1[C:9]([Cl:10])=[CH:8][CH:7]=[CH:6][C:3]=1[CH:4]1[CH2:12][O:5]1, predict the reactants needed to synthesize it. The reactants are: [Cl:1][C:2]1[C:9]([Cl:10])=[CH:8][CH:7]=[CH:6][C:3]=1[CH:4]=[O:5].[I-].[CH3:12][S+](C)C.[OH-].[K+].O. (2) Given the product [CH2:32]([C:28]1[NH:29][C:30](=[O:31])[C:25]([C:23]2[N:47]=[C:45]([C:44]3[CH:43]=[CH:42][N:41]=[CH:40][CH:39]=3)[S:46][CH:22]=2)=[CH:26][C:27]=1[C:34]([O:36][CH2:37][CH3:38])=[O:35])[CH3:33], predict the reactants needed to synthesize it. The reactants are: N1C=CC(C2N(C3N=CSC=3)CC=CC=2C([O-])=O)=CC=1.Br[CH2:22][C:23]([C:25]1[C:30](=[O:31])[NH:29][C:28]([CH2:32][CH3:33])=[C:27]([C:34]([O:36][CH2:37][CH3:38])=[O:35])[CH:26]=1)=O.[CH:39]1[C:44]([C:45]([NH2:47])=[S:46])=[CH:43][CH:42]=[N:41][CH:40]=1. (3) Given the product [CH3:1][O:2][C:3]([C:5]1[CH:6]=[CH:7][C:8]([CH2:9][C:10]([CH2:32][CH2:33][C:34]2[CH:43]=[CH:42][C:37]([C:38]([O:40][CH3:41])=[O:39])=[CH:36][CH:35]=2)([C:17]([O:19][CH2:20][CH:21]=[CH2:22])=[O:18])[C:11]([O:13][CH2:14][CH:15]=[CH2:16])=[O:12])=[CH:23][CH:24]=1)=[O:4], predict the reactants needed to synthesize it. The reactants are: [CH3:1][O:2][C:3]([C:5]1[CH:24]=[CH:23][C:8]([CH2:9][CH:10]([C:17]([O:19][CH2:20][CH:21]=[CH2:22])=[O:18])[C:11]([O:13][CH2:14][CH:15]=[CH2:16])=[O:12])=[CH:7][CH:6]=1)=[O:4].C(=O)([O-])[O-].[Cs+].[Cs+].Br[CH2:32][CH2:33][C:34]1[CH:43]=[CH:42][C:37]([C:38]([O:40][CH3:41])=[O:39])=[CH:36][CH:35]=1. (4) Given the product [CH2:8]([N:15]1[C:19](=[O:20])[CH2:18][CH:17]([C:27]2[CH:26]=[C:25]3[C:30](=[CH:29][CH:28]=2)[NH:22][CH:23]=[CH:24]3)[C:16]1=[O:21])[C:9]1[CH:10]=[CH:11][CH:12]=[CH:13][CH:14]=1, predict the reactants needed to synthesize it. The reactants are: C(N(CC)CC)C.[CH2:8]([N:15]1[C:19](=[O:20])[CH:18]=[CH:17][C:16]1=[O:21])[C:9]1[CH:14]=[CH:13][CH:12]=[CH:11][CH:10]=1.[NH:22]1[C:30]2[C:25](=[CH:26][C:27](B(O)O)=[CH:28][CH:29]=2)[CH:24]=[CH:23]1. (5) Given the product [NH2:1][C:2]1[CH:3]=[C:4]([CH:9]=[CH:10][C:11]=1[C:22]#[C:21][C:15]1[C:16]([CH3:20])=[CH:17][CH:18]=[CH:19][C:14]=1[CH3:13])[C:5]([O:7][CH3:8])=[O:6], predict the reactants needed to synthesize it. The reactants are: [NH2:1][C:2]1[CH:3]=[C:4]([CH:9]=[CH:10][C:11]=1I)[C:5]([O:7][CH3:8])=[O:6].[CH3:13][C:14]1[CH:19]=[CH:18][CH:17]=[C:16]([CH3:20])[C:15]=1[C:21]#[CH:22].C(NCC)C.C(OCC)(=O)C. (6) Given the product [OH:1][C:2]1[C:11]2[C:6](=[CH:7][CH:8]=[C:9]([S:12][CH3:13])[CH:10]=2)[C:5]([CH3:14])([CH3:15])[C:4](=[O:16])[C:3]=1[C:17]([NH:19][CH2:20][C:21]([OH:23])=[O:22])=[O:18], predict the reactants needed to synthesize it. The reactants are: [OH:1][C:2]1[C:11]2[C:6](=[CH:7][CH:8]=[C:9]([S:12][CH3:13])[CH:10]=2)[C:5]([CH3:15])([CH3:14])[C:4](=[O:16])[C:3]=1[C:17]([NH:19][CH2:20][C:21]([O:23]C(C)(C)C)=[O:22])=[O:18].C(O)(C(F)(F)F)=O.